From a dataset of Full USPTO retrosynthesis dataset with 1.9M reactions from patents (1976-2016). Predict the reactants needed to synthesize the given product. (1) Given the product [CH:1]1([C:7]2[CH:12]=[CH:11][C:10]([OH:13])=[CH:9][C:8]=2[CH3:15])[CH2:2][CH2:3][CH2:4][CH2:5][CH2:6]1, predict the reactants needed to synthesize it. The reactants are: [CH:1]1([C:7]2[CH:12]=[CH:11][C:10]([O:13]C)=[CH:9][C:8]=2[CH3:15])[CH2:6][CH2:5][CH2:4][CH2:3][CH2:2]1.B(Br)(Br)Br. (2) Given the product [CH3:1][O:2][C:3]1[C:4]([NH:10][S:23]([C:19]2[S:20][CH:21]=[CH:22][C:18]=2[Br:17])(=[O:25])=[O:24])=[N:5][CH:6]=[C:7]([CH3:9])[N:8]=1, predict the reactants needed to synthesize it. The reactants are: [CH3:1][O:2][C:3]1[C:4]([NH2:10])=[N:5][CH:6]=[C:7]([CH3:9])[N:8]=1.N1C=CC=CC=1.[Br:17][C:18]1[CH:22]=[CH:21][S:20][C:19]=1[S:23](Cl)(=[O:25])=[O:24]. (3) Given the product [CH3:18][NH:17][C@@H:14]1[CH2:15][CH2:16][N:12]([C:10]2[C:9]3[CH2:8][CH2:7][CH2:6][C:5]4([CH2:29][CH2:28][CH2:27][CH2:26]4)[C:4]=3[N:3]=[C:2]([NH2:1])[N:11]=2)[CH2:13]1, predict the reactants needed to synthesize it. The reactants are: [NH2:1][C:2]1[N:11]=[C:10]([N:12]2[CH2:16][CH2:15][C@@H:14]([N:17](C)[C:18](=O)OC(C)(C)C)[CH2:13]2)[C:9]2[CH2:8][CH2:7][CH2:6][C:5]3([CH2:29][CH2:28][CH2:27][CH2:26]3)[C:4]=2[N:3]=1.FC(F)(F)C(O)=O. (4) Given the product [CH3:26][C:21]([NH:20][C:17]([C:9]1[CH:8]=[CH:7][C:6]([CH:1]2[CH2:2][CH2:3][CH2:4][CH2:5]2)=[C:11]([O:12][CH2:13][CH:14]2[CH2:15][CH2:16]2)[N:10]=1)=[O:19])([C:22](=[O:23])[NH:24][CH3:25])[CH3:27], predict the reactants needed to synthesize it. The reactants are: [CH:1]1([C:6]2[CH:7]=[CH:8][C:9]([C:17]([OH:19])=O)=[N:10][C:11]=2[O:12][CH2:13][CH:14]2[CH2:16][CH2:15]2)[CH2:5][CH2:4][CH2:3][CH2:2]1.[NH2:20][C:21]([CH3:27])([CH3:26])[C:22]([NH:24][CH3:25])=[O:23]. (5) Given the product [CH3:15][O:14][C:12]1[CH:13]=[C:8]([O:7][CH3:6])[CH:9]=[C:10]([CH3:16])[C:11]=1[CH:20]=[O:21], predict the reactants needed to synthesize it. The reactants are: P(Cl)(Cl)(Cl)=O.[CH3:6][O:7][C:8]1[CH:13]=[C:12]([O:14][CH3:15])[CH:11]=[C:10]([CH3:16])[CH:9]=1.CN([CH:20]=[O:21])C.